Dataset: Peptide-MHC class I binding affinity with 185,985 pairs from IEDB/IMGT. Task: Regression. Given a peptide amino acid sequence and an MHC pseudo amino acid sequence, predict their binding affinity value. This is MHC class I binding data. (1) The peptide sequence is LMDENTYAM. The MHC is HLA-A02:03 with pseudo-sequence HLA-A02:03. The binding affinity (normalized) is 0.723. (2) The binding affinity (normalized) is 0.474. The MHC is HLA-A24:02 with pseudo-sequence HLA-A24:02. The peptide sequence is MLMTGTLAVF. (3) The peptide sequence is LFLDGIDKA. The MHC is HLA-A03:01 with pseudo-sequence HLA-A03:01. The binding affinity (normalized) is 0. (4) The peptide sequence is IGMFNLTFI. The binding affinity (normalized) is 1.00. The MHC is H-2-Db with pseudo-sequence H-2-Db. (5) The peptide sequence is THIVRGRDL. The MHC is HLA-A26:01 with pseudo-sequence HLA-A26:01. The binding affinity (normalized) is 0.0847. (6) The peptide sequence is IRQAGVQYSR. The MHC is HLA-B53:01 with pseudo-sequence HLA-B53:01. The binding affinity (normalized) is 0. (7) The binding affinity (normalized) is 0.0847. The MHC is HLA-A30:01 with pseudo-sequence HLA-A30:01. The peptide sequence is GPAGYTAAL. (8) The binding affinity (normalized) is 0.0553. The MHC is HLA-B45:01 with pseudo-sequence HLA-B45:01. The peptide sequence is KEKDMTKEFF.